This data is from Forward reaction prediction with 1.9M reactions from USPTO patents (1976-2016). The task is: Predict the product of the given reaction. Given the reactants Cl.[NH:2]1[CH2:7][CH2:6][CH:5]([N:8]2[CH:12]=[C:11]([C:13]3[CH:36]=[CH:35][C:16]4[N:17]([C:20]5[CH:21]=[C:22]([NH:26][C:27]([NH:29][CH2:30][C:31]([F:34])([F:33])[F:32])=[O:28])[CH:23]=[CH:24][CH:25]=5)[CH:18]=[N:19][C:15]=4[CH:14]=3)[CH:10]=[N:9]2)[CH2:4][CH2:3]1.[N:37]([C:40]1[CH:41]=[N:42][CH:43]=[CH:44][CH:45]=1)=[C:38]=[O:39], predict the reaction product. The product is: [N:42]1[CH:43]=[CH:44][CH:45]=[C:40]([NH:37][C:38]([N:2]2[CH2:3][CH2:4][CH:5]([N:8]3[CH:12]=[C:11]([C:13]4[CH:36]=[CH:35][C:16]5[N:17]([C:20]6[CH:25]=[CH:24][CH:23]=[C:22]([NH:26][C:27]([NH:29][CH2:30][C:31]([F:33])([F:32])[F:34])=[O:28])[CH:21]=6)[CH:18]=[N:19][C:15]=5[CH:14]=4)[CH:10]=[N:9]3)[CH2:6][CH2:7]2)=[O:39])[CH:41]=1.